This data is from Human Reference Interactome with 51,813 positive PPI pairs across 8,248 proteins, plus equal number of experimentally-validated negative pairs. The task is: Binary Classification. Given two protein amino acid sequences, predict whether they physically interact or not. (1) Protein 1 (ENSG00000125835) has sequence MTVGKSSKMLQHIDYRMRCILQDGRIFIGTFKAFDKHMNLILCDCDEFRKIKPKNSKQAEREEKRVLGLVLLRGENLVSMTVEGPPPKDTGIARVPLAGAAGGPGIGRAAGRGIPAGVPMPQAPAGLAGPVRGVGGPSQQVMTPQGRGTVAAAAAAATASIAGAPTQYPPGRGGPPPPMGRGAPPPGMMGPPPGMRPPMGPPMGIPPGRGTPMGMPPPGMRPPPPGMRGLL*MTVGKSSKMLQHIDYRMRCILQDGRIFIGTFKAFDKHMNLILCDCDEFRKIKPKNSKQAEREEKRVLG.... Protein 2 (ENSG00000172845) has sequence MTAPEKPVKQEEMAALDVDSGGGGGGGGGHGEYLQQQQQHGNGAVAAAAAAQDTQPSPLALLAATCSKIGPPSPGDDEEEAAAAAGAPAAAGATGDLASAQLGGAPNRWEVLSATPTTIKDEAGNLVQIPSAATSSGQYVLPLQNLQNQQIFSVAPGSDSSNGTVSSVQYQVIPQIQSADGQQVQIGFTGSSDNGGINQESSQIQIIPGSNQTLLASGTPSANIQNLIPQTGQVQVQGVAIGGSSFPGQTQVVANVPLGLPGNITFVPINSVDLDSLGLSGSSQTMTAGINADGHLINTG.... Result: 1 (the proteins interact). (2) Protein 1 (ENSG00000100038) has sequence MKTVLMVAEKPSLAQSIAKILSRGSLSSHKGLNGACSVHEYTGTFAGQPVRFKMTSVCGHVMTLDFLGKYNKWDKVDPAELFSQAPTEKKEANPKLNMVKFLQVEGRGCDYIVLWLDCDKEGENICFEVLDAVLPVMNKAHGGEKTVFRARFSSITDTDICNAMACLGEPDHNEALSVDARQELDLRIGCAFTRFQTKYFQGKYGDLDSSLISFGPCQTPTLGFCVERHDKIQSFKPETYWVLQAKVNTDKDRSLLLDWDRVRVFDREIAQMFLNMTKLEKEAQVEATSRKEKAKQRPLA.... Protein 2 (ENSG00000164896) has sequence MRRPRGEPGPRAPRPTEGATCAGPGESWSPSPNSMLRVLLSAQTSPARLSGLLLIPPVQPCCLGPSKWGDRPVGGGPSAGPVQGLQRLLEQAKSPGELLRWLGQNPSKVRAHHYSVALRRLGQLLGSRPRPPPVEQVTLQDLSQLIIRNCPSFDIHTIHVCLHLAVLLGFPSDGPLVCALEQERRLRLPPKPPPPLQPLLRGGQGLEAALSCPRFLRYPRQHLISSLAEARPEELTPHVMVLLAQHLARHRLREPQLLEAIAHFLVVQETQLSSKVVQKLVLPFGRLNYLPLEQQFMPCL.... Result: 1 (the proteins interact). (3) Protein 1 (ENSG00000147996) has sequence MYFTEFPTAHVSFLPFRVDLSNVLDLHAFDSLSGISLQKKLQHVPGTQPHLDQSIVTITFEVPGNAKEEHLNMFIQNLLWEKNVRNKDNHCMEVIRLKGLVSIKDKSQQVIVQGVHELYDLEETPVSWKDDTERTNRLVLIGRNLDKDILKQLFIATVTETEKQWTTHFKEDQVCT*MLPAVGSVDEEEDPAEEDCPELVPIETTQSEEEEKSGLGAKIPVTIITGYLGAGKTTLLNYILTEQHSKRVAVILNESGEGSALEKSLAVSQGGELYEEWLELRNGCLCCSVK*MLPAVGSVD.... Protein 2 (ENSG00000162928) has sequence MASQPPPPPKPWETRRIPGAGPGPGPGPTFQSADLGPTLMTRPGQPALTRVPPPILPRPSQQTGSSSVNTFRPAYSSFSSGYGAYGNSFYGGYSPYSYGYNGLGYNRLRVDDLPPSRFVQQAEESSRGAFQSIESIVHAFASVSMMMDATFSAVYNSFRAVLDVANHFSRLKIHFTKVFSAFALVRTIRYLYRRLQRMLGLRRGSENEDLWAESEGTVACLGAEDRAATSAKSWPIFLFFAVILGGPYLIWKLLSTHSDEVTDSINWASGEDDHVVARAEYDFAAVSEEEISFRAGDMLN.... Result: 0 (the proteins do not interact). (4) Protein 1 (ENSG00000163686) has sequence MDLDVVNMFVIAGGTLAIPILAFVASFLLWPSALIRIYYWYWRRTLGMQVRYVHHEDYQFCYSFRGRPGHKPSILMLHGFSAHKDMWLSVVKFLPKNLHLVCVDMPGHEGTTRSSLDDLSIDGQVKRIHQFVECLKLNKKPFHLVGTSMGGQVAGVYAAYYPSDVSSLCLVCPAGLQYSTDNQFVQRLKELQGSAAVEKIPLIPSTPEEMSEMLQLCSYVRFKVPQQILQGLVDVRIPHNNFYRKLFLEIVSEKSRYSLHQNMDKIKVPTQIIWGKQDQVLDVSGADMLAKSIANCQVEL.... Protein 2 (ENSG00000171928) has sequence MLQQDSNDDTEDVSLFDAEEETTNRPRKAKIRHPVASFFHLFFRVSAIIVYLLCGLLSSSFITCMVTIILLLSCDFWAVKNVTGRLMVGLRWWNHIDEDGKSHWVFESRKESSQENKTVSEAESRIFWLGLIACPVLWVIFAFSALFSFRVKWLAVVIMGVVLQGANLYGYIRCKVRSRKHLTSMATSYFGKQFLRQNTGDDQTS*MVTIILLLSCDFWAVKNVTGRLMVGLRWWNHIDEDGKSHWVFESRKESSQENKTVSEAESRIFWLGLIACPVLWVIFAFSALFSFRVKWLAVVI.... Result: 1 (the proteins interact). (5) Protein 1 (ENSG00000111711) has sequence MISLTDTQKIGMGLTGFGVFFLFFGMILFFDKALLAIGNVLFVAGLAFVIGLERTFRFFFQKHKMKATGFFLGGVFVVLIGWPLIGMIFEIYGFFLLFRGFFPVVVGFIRRVPVLGSLLNLPGIRSFVDKVGESNNMV*MISLTDTQKIGMGLTGFGVFFLFFGMILFFDKALLAIGNE*MISLTDTQKIGMGLTGFGVFFLFFGMILFFDKALLAIGNVLFVAGLAFVIGLERTFRFFFQKHKMKATGFFLGGVFVVLIGWPLIGMIFEIYGFFLLFRGFFPVVVGFIRRVPVLGSLLN.... Protein 2 (ENSG00000130363) has sequence MTVKPAKAASLARNLAKRRRTYLGGAAGRSQEPEVPCAAVLPGKPGDRNCPEFPPPDRTLGCWATDAAPAAGLCGAGSEPSIAPTSCAGNLPSRPPPLLSPLLASRNPCPWHYLHLSGSHNTLAPTCFKAKLHRKRGSQPPDMASALTDRTSRAPSTYTYTSRPRALPCQRSRYRDSLTQPDEEPMHYGNIMYDRRVIRGNTYALQTGPLLGRPDSLELQRQREARKRALARKQAQEQLRPQTPEPVEGRKHVDVQTELYLEEIADRIIEVDMECQTDAFLDRPPTPLFIPAKTGKDVAT.... Result: 0 (the proteins do not interact).